From a dataset of Catalyst prediction with 721,799 reactions and 888 catalyst types from USPTO. Predict which catalyst facilitates the given reaction. (1) Reactant: [F:1][C:2]1[CH:25]=[CH:24][C:5]([CH2:6][N:7]2[C:11](=[O:12])[N:10]([C:13]3[S:17][C:16]([C:18]([O:20]CC)=[O:19])=[C:15]([CH3:23])[CH:14]=3)[CH:9]=[N:8]2)=[CH:4][CH:3]=1.[OH-].[Na+].Cl. Product: [F:1][C:2]1[CH:25]=[CH:24][C:5]([CH2:6][N:7]2[C:11](=[O:12])[N:10]([C:13]3[S:17][C:16]([C:18]([OH:20])=[O:19])=[C:15]([CH3:23])[CH:14]=3)[CH:9]=[N:8]2)=[CH:4][CH:3]=1. The catalyst class is: 8. (2) Reactant: [Mg].II.Br[CH2:5][CH:6]([CH2:15][CH2:16][CH2:17][CH2:18][CH2:19][CH3:20])[CH2:7][CH2:8][CH2:9][CH2:10][CH2:11][CH2:12][CH2:13][CH3:14].CN(C)[CH:23]=[O:24]. Product: [CH2:15]([CH:6]([CH2:7][CH2:8][CH2:9][CH2:10][CH2:11][CH2:12][CH2:13][CH3:14])[CH2:5][CH:23]=[O:24])[CH2:16][CH2:17][CH2:18][CH2:19][CH3:20]. The catalyst class is: 7. (3) Product: [C:7]([C:9]1[C:14](=[O:15])[C:13]([O:16][CH3:17])=[CH:12][N:11]([C:18]2[CH:23]=[CH:22][C:21]([N:24]3[CH:28]=[CH:27][CH:26]=[N:25]3)=[CH:20][C:19]=2[O:29][CH3:30])[N:10]=1)(=[O:8])[CH3:1]. The catalyst class is: 1. Reactant: [CH3:1][Mg+].[Br-].CON(C)[C:7]([C:9]1[C:14](=[O:15])[C:13]([O:16][CH3:17])=[CH:12][N:11]([C:18]2[CH:23]=[CH:22][C:21]([N:24]3[CH:28]=[CH:27][CH:26]=[N:25]3)=[CH:20][C:19]=2[O:29][CH3:30])[N:10]=1)=[O:8]. (4) Reactant: [CH2:1]([C:7]1[CH:12]=[CH:11][C:10]([O:13][CH3:14])=[CH:9][CH:8]=1)[CH2:2][CH2:3][CH2:4][C:5]#[CH:6].[N-:15]=[N+:16]=[N-:17].[Na+].[Cl-].[NH4+].C[N:22](C=O)C. Product: [CH3:14][O:13][C:10]1[CH:11]=[CH:12][C:7]([CH2:1][CH2:2][CH2:3][CH2:4][C:5]2[N:15]=[N:16][NH:17][N:22]=2)=[CH:8][CH:9]=1.[CH3:14][O:13][C:10]1[CH:9]=[CH:8][C:7]([CH2:1][CH2:2][CH2:3][CH2:4][C:5]2[N:15]=[N:16][NH:17][CH:6]=2)=[CH:12][CH:11]=1. The catalyst class is: 84. (5) Reactant: [C:1]([NH:18][C@H:19]([C:26]([OH:28])=O)[CH2:20][O:21][C:22]([CH3:25])([CH3:24])[CH3:23])([O:3][CH2:4][CH:5]1[C:17]2[C:12](=[CH:13][CH:14]=[CH:15][CH:16]=2)[C:11]2[C:6]1=[CH:7][CH:8]=[CH:9][CH:10]=2)=[O:2].N1C=CC=CC=1.N1C(F)=NC(F)=NC=1[F:37]. Product: [C:1]([NH:18][C@H:19]([C:26]([F:37])=[O:28])[CH2:20][O:21][C:22]([CH3:25])([CH3:24])[CH3:23])([O:3][CH2:4][CH:5]1[C:17]2[C:12](=[CH:13][CH:14]=[CH:15][CH:16]=2)[C:11]2[C:6]1=[CH:7][CH:8]=[CH:9][CH:10]=2)=[O:2]. The catalyst class is: 4. (6) Reactant: [OH:1][CH2:2][C:3]([NH:23]C(=O)C)([CH2:21][OH:22])[CH:4]1[CH2:12][C:11]2[C:6](=[CH:7][CH:8]=[C:9]([CH2:13][CH2:14][CH2:15][CH2:16][CH2:17][CH2:18][CH2:19][CH3:20])[CH:10]=2)[CH2:5]1.[Li+].[OH-]. Product: [NH2:23][C:3]([CH:4]1[CH2:12][C:11]2[C:6](=[CH:7][CH:8]=[C:9]([CH2:13][CH2:14][CH2:15][CH2:16][CH2:17][CH2:18][CH2:19][CH3:20])[CH:10]=2)[CH2:5]1)([CH2:21][OH:22])[CH2:2][OH:1]. The catalyst class is: 5. (7) Reactant: [Br:1][C:2]1[N:6]2[N:7]=[C:8](F)[CH:9]=[CH:10][C:5]2=[N:4][CH:3]=1.[C:12]([O:16][C:17](=[O:23])[N:18]([CH2:20][CH2:21][NH2:22])[CH3:19])([CH3:15])([CH3:14])[CH3:13].CCN(C(C)C)C(C)C. Product: [C:12]([O:16][C:17](=[O:23])[N:18]([CH2:20][CH2:21][NH:22][C:8]1[CH:9]=[CH:10][C:5]2[N:6]([C:2]([Br:1])=[CH:3][N:4]=2)[N:7]=1)[CH3:19])([CH3:15])([CH3:13])[CH3:14]. The catalyst class is: 41. (8) Reactant: C([O:9][C@H:10]1[CH2:15][CH2:14][C@H:13]([O:16][Si:17]([C:20]([CH3:23])([CH3:22])[CH3:21])([CH3:19])[CH3:18])[CH2:12][C@@H:11]1[C:24]1[N:28]([CH3:29])[N:27]=[CH:26][CH:25]=1)(=O)C1C=CC=CC=1.C(=O)([O-])[O-].[K+].[K+].O. Product: [Si:17]([O:16][C@H:13]1[CH2:14][CH2:15][C@H:10]([OH:9])[C@@H:11]([C:24]2[N:28]([CH3:29])[N:27]=[CH:26][CH:25]=2)[CH2:12]1)([C:20]([CH3:23])([CH3:21])[CH3:22])([CH3:18])[CH3:19]. The catalyst class is: 5. (9) Reactant: [O:1]1[CH:5]=[CH:4][CH:3]=[C:2]1[C:6]1[N:11]=[C:10]2[NH:12][N:13]=[C:14](N)[C:9]2=[CH:8][C:7]=1[C:16]1[CH:21]=[CH:20][N:19]=[C:18]([S:22][CH3:23])[N:17]=1.Cl.N([O-])=O.[Na+].[PH2](O)=O.[OH-].[Na+]. Product: [O:1]1[CH:5]=[CH:4][CH:3]=[C:2]1[C:6]1[N:11]=[C:10]2[NH:12][N:13]=[CH:14][C:9]2=[CH:8][C:7]=1[C:16]1[CH:21]=[CH:20][N:19]=[C:18]([S:22][CH3:23])[N:17]=1. The catalyst class is: 211.